This data is from Full USPTO retrosynthesis dataset with 1.9M reactions from patents (1976-2016). The task is: Predict the reactants needed to synthesize the given product. (1) Given the product [O:1]=[C:2]1[C:10]2[C:5](=[CH:6][CH:7]=[CH:8][CH:9]=2)[C:4](=[O:11])[N:3]1[C@H:12]([CH2:16][CH2:17][S:18]([CH3:19])=[O:20])[C:13]([OH:15])=[O:14], predict the reactants needed to synthesize it. The reactants are: [O:1]=[C:2]1[C:10]2[C:5](=[CH:6][CH:7]=[CH:8][CH:9]=2)[C:4](=[O:11])[N:3]1[C@H:12]([CH2:16][CH2:17][S:18][CH3:19])[C:13]([OH:15])=[O:14].[OH:20]O. (2) Given the product [CH2:15]([C:17]1[CH:22]=[CH:21][C:20]([CH2:23][O:1][C:2]2[N:6]([C:7]3[CH:12]=[C:11]([C:13]#[N:14])[CH:10]=[CH:9][N:8]=3)[N:5]=[CH:4][CH:3]=2)=[CH:19][C:18]=1[F:25])[CH3:16], predict the reactants needed to synthesize it. The reactants are: [OH:1][C:2]1[N:6]([C:7]2[CH:12]=[C:11]([C:13]#[N:14])[CH:10]=[CH:9][N:8]=2)[N:5]=[CH:4][CH:3]=1.[CH2:15]([C:17]1[CH:22]=[CH:21][C:20]([CH2:23]O)=[CH:19][C:18]=1[F:25])[CH3:16].